Dataset: Forward reaction prediction with 1.9M reactions from USPTO patents (1976-2016). Task: Predict the product of the given reaction. (1) The product is: [CH2:1]([N:3]1[C:7]([CH2:8][O:9][CH2:11][C:12]2[C:13]([C:36]3[CH:41]=[CH:40][CH:39]=[CH:38][CH:37]=3)=[N:14][C:15]3[C:20]([C:21]=2[C:22]([NH:24][N:25]([C:30]2[CH:31]=[CH:32][CH:33]=[CH:34][CH:35]=2)[C:26]([O:28][CH3:29])=[O:27])=[O:23])=[CH:19][CH:18]=[CH:17][CH:16]=3)=[N:6][CH:5]=[N:4]1)[CH3:2]. Given the reactants [CH2:1]([N:3]1[C:7]([CH2:8][OH:9])=[N:6][CH:5]=[N:4]1)[CH3:2].Br[CH2:11][C:12]1[C:13]([C:36]2[CH:41]=[CH:40][CH:39]=[CH:38][CH:37]=2)=[N:14][C:15]2[C:20]([C:21]=1[C:22]([NH:24][N:25]([C:30]1[CH:35]=[CH:34][CH:33]=[CH:32][CH:31]=1)[C:26]([O:28][CH3:29])=[O:27])=[O:23])=[CH:19][CH:18]=[CH:17][CH:16]=2, predict the reaction product. (2) Given the reactants [CH2:1]([O:8][C:9]1[N:14]=[CH:13][C:12]([OH:15])=[CH:11][CH:10]=1)[C:2]1[CH:7]=[CH:6][CH:5]=[CH:4][CH:3]=1.O1CCCC1.Br[CH2:22][C:23]([O:25][CH2:26][CH3:27])=[O:24], predict the reaction product. The product is: [CH2:26]([O:25][C:23](=[O:24])[CH2:22][O:15][C:12]1[CH:13]=[N:14][C:9]([O:8][CH2:1][C:2]2[CH:3]=[CH:4][CH:5]=[CH:6][CH:7]=2)=[CH:10][CH:11]=1)[CH3:27]. (3) The product is: [N+:7]([C:6]1[C:2]([N:1]2[C:13](=[O:14])[C:12]3[C:11](=[CH:19][CH:18]=[CH:17][CH:16]=3)[C:10]2=[O:15])=[N:3][NH:4][CH:5]=1)([O-:9])=[O:8]. Given the reactants [NH2:1][C:2]1[C:6]([N+:7]([O-:9])=[O:8])=[CH:5][NH:4][N:3]=1.[C:10]1(=O)[O:15][C:13](=[O:14])[C:12]2=[CH:16][CH:17]=[CH:18][CH:19]=[C:11]12, predict the reaction product. (4) Given the reactants [Cl:1][C:2]1[C:3]([CH2:17]O)=[C:4]([S:8][CH2:9][C:10]([N:12]([CH:14]([CH3:16])[CH3:15])[CH3:13])=[O:11])[CH:5]=[N:6][CH:7]=1.O=S(Cl)[Cl:21].ClC1C=NC=C(Cl)C=1CCl, predict the reaction product. The product is: [Cl:1][C:2]1[C:3]([CH2:17][Cl:21])=[C:4]([S:8][CH2:9][C:10]([N:12]([CH:14]([CH3:16])[CH3:15])[CH3:13])=[O:11])[CH:5]=[N:6][CH:7]=1. (5) Given the reactants [CH2:1]([C:5]1([C:18]([O:20][CH3:21])=[O:19])[C:14]2[C:9](=[CH:10][CH:11]=[CH:12][CH:13]=2)[C:8](=[O:15])[CH:7]=[C:6]1[O:16]C)[CH2:2][CH2:3][CH3:4].I[Si](C)(C)C, predict the reaction product. The product is: [CH2:1]([C:5]1([C:18]([O:20][CH3:21])=[O:19])[C:14]2[C:9](=[CH:10][CH:11]=[CH:12][CH:13]=2)[C:8](=[O:15])[CH2:7][C:6]1=[O:16])[CH2:2][CH2:3][CH3:4]. (6) Given the reactants ClC1C=C(Cl)C=CC=1C1C(N2C=CN=C2)=CN=C(CCN)N=1.Cl[C:24]1[N:29]=[C:28]([NH:30][CH3:31])[C:27]([N+:32]([O-:34])=[O:33])=[CH:26][CH:25]=1.[Cl:35][C:36]1[CH:41]=[C:40]([Cl:42])[CH:39]=[CH:38][C:37]=1[C:43]1[C:48]([C:49]2[NH:50][CH:51]=[CH:52][N:53]=2)=[CH:47][N:46]=[C:45]([NH:54][CH2:55][CH2:56][NH:57]C2C=CC([N+]([O-])=O)=C(OC)N=2)[N:44]=1, predict the reaction product. The product is: [Cl:35][C:36]1[CH:41]=[C:40]([Cl:42])[CH:39]=[CH:38][C:37]=1[C:43]1[C:48]([C:49]2[NH:53][CH:52]=[CH:51][N:50]=2)=[CH:47][N:46]=[C:45]([NH:54][CH2:55][CH2:56][NH:57][C:24]2[CH:25]=[CH:26][C:27]([N+:32]([O-:34])=[O:33])=[C:28]([NH:30][CH3:31])[N:29]=2)[N:44]=1. (7) Given the reactants [CH3:1][O:2][C:3]1[C:16]([N+:17]([O-])=O)=[CH:15][C:6]2[O:7][C:8]([CH3:14])([CH3:13])[C:9](=[O:12])[N:10]([CH3:11])[C:5]=2[CH:4]=1.[Sn](Cl)Cl, predict the reaction product. The product is: [NH2:17][C:16]1[C:3]([O:2][CH3:1])=[CH:4][C:5]2[N:10]([CH3:11])[C:9](=[O:12])[C:8]([CH3:14])([CH3:13])[O:7][C:6]=2[CH:15]=1.